This data is from Full USPTO retrosynthesis dataset with 1.9M reactions from patents (1976-2016). The task is: Predict the reactants needed to synthesize the given product. (1) Given the product [CH3:39][C:34]1[C:33]([NH:30][C:31]([NH:1][C:2]2[CH:3]=[CH:4][C:5]([C:8](=[O:29])[CH2:9][N:10]3[C:14](=[O:15])[C:13]([C:22]4[CH:23]=[CH:24][CH:25]=[CH:26][CH:27]=4)([C:16]4[CH:21]=[CH:20][CH:19]=[CH:18][CH:17]=4)[N:12]=[C:11]3[CH3:28])=[CH:6][CH:7]=2)=[O:32])=[C:37]([CH3:38])[O:36][N:35]=1, predict the reactants needed to synthesize it. The reactants are: [NH2:1][C:2]1[CH:7]=[CH:6][C:5]([C:8](=[O:29])[CH2:9][N:10]2[C:14](=[O:15])[C:13]([C:22]3[CH:27]=[CH:26][CH:25]=[CH:24][CH:23]=3)([C:16]3[CH:21]=[CH:20][CH:19]=[CH:18][CH:17]=3)[N:12]=[C:11]2[CH3:28])=[CH:4][CH:3]=1.[N:30]([C:33]1[C:34]([CH3:39])=[N:35][O:36][C:37]=1[CH3:38])=[C:31]=[O:32]. (2) The reactants are: [CH3:1][C:2]1([CH3:9])[O:6][CH:5]([CH2:7][OH:8])[CH2:4][O:3]1.C(N(CC)CC)C.[S:17](Cl)([C:20]1[CH:26]=[CH:25][C:23]([CH3:24])=[CH:22][CH:21]=1)(=[O:19])=[O:18]. Given the product [CH3:24][C:23]1[CH:25]=[CH:26][C:20]([S:17]([O:8][CH2:7][CH:5]2[CH2:4][O:3][C:2]([CH3:9])([CH3:1])[O:6]2)(=[O:19])=[O:18])=[CH:21][CH:22]=1, predict the reactants needed to synthesize it. (3) Given the product [F:1][C:2]([F:7])([F:6])[C:3]([OH:5])=[O:4].[F:8][C:9]1[CH:10]=[CH:11][C:12]([C:15]2[N:16]=[C:17]([NH:20][CH2:21][C:22]([NH:25][C:26]3[CH:31]=[CH:30][CH:29]=[CH:28][CH:27]=3)=[O:24])[S:18][CH:19]=2)=[CH:13][CH:14]=1, predict the reactants needed to synthesize it. The reactants are: [F:1][C:2]([F:7])([F:6])[C:3]([OH:5])=[O:4].[F:8][C:9]1[CH:14]=[CH:13][C:12]([C:15]2[N:16]=[C:17]([NH:20][CH2:21][C:22]([OH:24])=O)[S:18][CH:19]=2)=[CH:11][CH:10]=1.[NH2:25][C:26]1[CH:31]=[CH:30][CH:29]=[CH:28][CH:27]=1. (4) Given the product [CH3:16][C:15]1[O:14][N:13]=[C:12]([C:17]2[CH:22]=[CH:21][CH:20]=[CH:19][CH:18]=2)[C:11]=1[C:9]1[N:10]=[C:5]2[CH:4]=[CH:3][C:2]([N:23]3[CH:27]=[CH:26][CH:25]=[N:24]3)=[CH:7][N:6]2[CH:8]=1, predict the reactants needed to synthesize it. The reactants are: Br[C:2]1[CH:3]=[CH:4][C:5]2[N:6]([CH:8]=[C:9]([C:11]3[C:12]([C:17]4[CH:22]=[CH:21][CH:20]=[CH:19][CH:18]=4)=[N:13][O:14][C:15]=3[CH3:16])[N:10]=2)[CH:7]=1.[NH:23]1[CH:27]=[CH:26][CH:25]=[N:24]1. (5) Given the product [CH:21]([S:22]([NH:1][CH2:2][CH2:3][NH:4][C:5](=[O:11])[O:6][C:7]([CH3:8])([CH3:10])[CH3:9])(=[O:24])=[O:23])=[CH2:20], predict the reactants needed to synthesize it. The reactants are: [NH2:1][CH2:2][CH2:3][NH:4][C:5](=[O:11])[O:6][C:7]([CH3:10])([CH3:9])[CH3:8].C(N(CC)CC)C.Cl[CH2:20][CH2:21][S:22](Cl)(=[O:24])=[O:23].